Dataset: Peptide-MHC class I binding affinity with 185,985 pairs from IEDB/IMGT. Task: Regression. Given a peptide amino acid sequence and an MHC pseudo amino acid sequence, predict their binding affinity value. This is MHC class I binding data. (1) The peptide sequence is RAFWGQVQK. The MHC is HLA-B39:01 with pseudo-sequence HLA-B39:01. The binding affinity (normalized) is 0.0847. (2) The peptide sequence is CTDPPLLSV. The MHC is HLA-A02:03 with pseudo-sequence HLA-A02:03. The binding affinity (normalized) is 0.357. (3) The peptide sequence is AIPYFYKGK. The MHC is HLA-B44:02 with pseudo-sequence HLA-B44:02. The binding affinity (normalized) is 0.0847. (4) The MHC is HLA-A33:01 with pseudo-sequence HLA-A33:01. The binding affinity (normalized) is 0.677. The peptide sequence is MTIIGRRLQR. (5) The peptide sequence is YLALMATFK. The MHC is HLA-A03:01 with pseudo-sequence HLA-A03:01. The binding affinity (normalized) is 0.818.